Dataset: Full USPTO retrosynthesis dataset with 1.9M reactions from patents (1976-2016). Task: Predict the reactants needed to synthesize the given product. (1) Given the product [C:21]([C:20]1[CH:23]=[CH:24][C:25]([C:2]2[CH:3]=[N:4][N:5]([C:9]3[CH:17]=[CH:16][C:12]([C:13]([OH:15])=[O:14])=[CH:11][N:10]=3)[C:6]=2[O:7][CH3:8])=[C:26]([CH3:27])[C:19]=1[F:18])#[N:22], predict the reactants needed to synthesize it. The reactants are: Br[C:2]1[CH:3]=[N:4][N:5]([C:9]2[CH:17]=[CH:16][C:12]([C:13]([OH:15])=[O:14])=[CH:11][N:10]=2)[C:6]=1[O:7][CH3:8].[F:18][C:19]1[C:26]([CH3:27])=[C:25](B2OC(C)(C)C(C)(C)O2)[CH:24]=[CH:23][C:20]=1[C:21]#[N:22].C1COCC1.C(=O)([O-])[O-].[Na+].[Na+]. (2) Given the product [Cl:1][C:2]1[N:7]=[CH:6][C:5]([CH:8]2[NH:18][C:11](=[O:13])[CH2:10][CH2:9]2)=[CH:4][CH:3]=1, predict the reactants needed to synthesize it. The reactants are: [Cl:1][C:2]1[N:7]=[CH:6][C:5]([C:8](=O)[CH2:9][CH2:10][C:11]([O:13]C)=O)=[CH:4][CH:3]=1.[BH3-]C#[N:18].[Na+]. (3) Given the product [CH2:16]([C:15]([C:12]1[CH:13]=[CH:14][C:9]([O:8][CH2:7][C@@H:5]([OH:6])[CH2:4][OH:3])=[C:10]([CH3:36])[CH:11]=1)([C:20]1[CH:25]=[CH:24][C:23]([CH:26]([CH3:34])[CH2:27][C:28]([CH2:29][CH3:30])([OH:31])[CH2:32][CH3:33])=[C:22]([CH3:35])[CH:21]=1)[CH2:18][CH3:19])[CH3:17], predict the reactants needed to synthesize it. The reactants are: CC1(C)[O:6][C@H:5]([CH2:7][O:8][C:9]2[CH:14]=[CH:13][C:12]([C:15]([C:20]3[CH:25]=[CH:24][C:23]([CH:26]([CH3:34])[CH2:27][C:28]([CH2:32][CH3:33])([OH:31])[CH2:29][CH3:30])=[C:22]([CH3:35])[CH:21]=3)([CH2:18][CH3:19])[CH2:16][CH3:17])=[CH:11][C:10]=2[CH3:36])[CH2:4][O:3]1.CC1(C)C2(CS(O)(=O)=O)C(CC1CC2)=O.C([O-])(O)=O.[Na+]. (4) Given the product [CH3:13][C:14]1[N:24]=[C:23]2[N:18]([CH2:19][CH2:20][CH2:21][CH:22]2[OH:1])[C:16](=[O:17])[C:15]=1[CH2:25][CH2:26][N:27]1[CH2:32][CH2:31][CH:30]([C:33]2[C:34]3[CH:35]=[CH:36][C:37]([F:42])=[CH:38][C:39]=3[O:40][N:41]=2)[CH2:29][CH2:28]1, predict the reactants needed to synthesize it. The reactants are: [O:1]=C[C@@H]([C@H]([C@@H]([C@@H](CO)O)O)O)O.[CH3:13][C:14]1[N:24]=[C:23]2[N:18]([CH2:19][CH2:20][CH2:21][CH2:22]2)[C:16](=[O:17])[C:15]=1[CH2:25][CH2:26][N:27]1[CH2:32][CH2:31][CH:30]([C:33]2[C:34]3[CH:35]=[CH:36][C:37]([F:42])=[CH:38][C:39]=3[O:40][N:41]=2)[CH2:29][CH2:28]1. (5) Given the product [C:23]1([C@@H:21]([CH3:22])[C:20]([NH:19][C:16]2[CH:15]=[CH:14][C:13]([CH:10]3[CH2:11][CH2:12][NH:8][CH2:9]3)=[CH:18][CH:17]=2)=[O:29])[CH:24]=[CH:25][CH:26]=[CH:27][CH:28]=1, predict the reactants needed to synthesize it. The reactants are: C(OC([N:8]1[CH2:12][CH2:11][CH:10]([C:13]2[CH:18]=[CH:17][C:16]([NH:19][C:20](=[O:29])[C@@H:21]([C:23]3[CH:28]=[CH:27][CH:26]=[CH:25][CH:24]=3)[CH3:22])=[CH:15][CH:14]=2)[CH2:9]1)=O)(C)(C)C.Cl.[OH-].[Na+]. (6) The reactants are: [CH3:1][C:2]1([C:7]2[CH:12]=[CH:11][CH:10]=[CH:9][CH:8]=2)[O:6]CCO1.S([O-])(O[CH2:17][CH2:18]CCCCCCCCCC)(=O)=O.[Na+].O.[C:32]1(C)C=CC(S(O)(=O)=O)=CC=1.C([Mg]Br)C=C. Given the product [C:7]1([C:2]([OH:6])([CH2:1][CH:17]=[CH2:18])[CH3:32])[CH:8]=[CH:9][CH:10]=[CH:11][CH:12]=1, predict the reactants needed to synthesize it. (7) Given the product [F:11][C:12]1[CH:13]=[C:14]([CH:16]=[CH:17][C:18]=1[O:19][C:2]1[CH:7]=[CH:6][N:5]=[C:4]2[NH:8][CH:9]=[CH:10][C:3]=12)[NH2:15], predict the reactants needed to synthesize it. The reactants are: Cl[C:2]1[CH:7]=[CH:6][N:5]=[C:4]2[NH:8][CH:9]=[CH:10][C:3]=12.[F:11][C:12]1[CH:13]=[C:14]([CH:16]=[CH:17][C:18]=1[OH:19])[NH2:15].[OH-].[K+]. (8) Given the product [NH2:22][CH:24]1[CH:31]2[CH2:32][C:27]3([C:34]([NH2:36])=[O:35])[CH2:28][CH:29]([CH2:33][CH:25]1[CH2:26]3)[CH2:30]2, predict the reactants needed to synthesize it. The reactants are: O=C1C2CC3(C(O)=O)CC(CC1C3)C2.C(Cl)(=O)C(Cl)=O.O.[NH3:22].O=[C:24]1[CH:31]2[CH2:32][C:27]3([C:34]([NH2:36])=[O:35])[CH2:28][CH:29]([CH2:33][CH:25]1[CH2:26]3)[CH2:30]2.N.[H][H]. (9) Given the product [F:18][C:12]1[C:13]([F:17])=[CH:14][CH:15]=[CH:16][C:11]=1[CH2:10][N:1]1[CH2:5][CH2:4][CH2:3][C:2]1=[O:6], predict the reactants needed to synthesize it. The reactants are: [NH:1]1[CH2:5][CH2:4][CH2:3][C:2]1=[O:6].[H-].[Na+].Br[CH2:10][C:11]1[CH:16]=[CH:15][CH:14]=[C:13]([F:17])[C:12]=1[F:18].O.